Dataset: HIV replication inhibition screening data with 41,000+ compounds from the AIDS Antiviral Screen. Task: Binary Classification. Given a drug SMILES string, predict its activity (active/inactive) in a high-throughput screening assay against a specified biological target. (1) The compound is COc1cc(C=C2SC(=S)N(C=C3C(=O)C=C(C)OC3=O)C2=O)cc(OC)c1OC. The result is 0 (inactive). (2) The drug is COc1cc(N=Nc2cc(NC(C)=O)c(N=Nc3ccc(C(=O)O)cc3)cc2S(=O)(=O)O)c(C)cc1N=Nc1ccc(NC(=O)c2ccc(N)cc2)cc1C. The result is 1 (active). (3) The compound is CC(C)C(OC(=O)c1cc(NC(=S)c2cccn2C)ccc1Cl)C(C)C. The result is 1 (active). (4) The drug is O=C(N=C(Nc1ccccc1)SCSC(=Nc1ccccc1)NC(=O)c1ccccc1Cl)c1ccccc1Cl. The result is 0 (inactive).